From a dataset of Forward reaction prediction with 1.9M reactions from USPTO patents (1976-2016). Predict the product of the given reaction. (1) The product is: [O:9]1[C:13]([C:14]2[CH:15]=[CH:16][C:17]([NH:20][N:21]=[CH:7][C:4]3[CH:3]=[CH:2][N:1]=[CH:6][CH:5]=3)=[CH:18][CH:19]=2)=[CH:12][N:11]=[CH:10]1. Given the reactants [N:1]1[CH:6]=[CH:5][C:4]([CH:7]=O)=[CH:3][CH:2]=1.[O:9]1[C:13]([C:14]2[CH:19]=[CH:18][C:17]([NH:20][NH2:21])=[CH:16][CH:15]=2)=[CH:12][N:11]=[CH:10]1, predict the reaction product. (2) Given the reactants [CH2:1]([S:8][C:9]1[N:17]=[CH:16][C:15]([N+:18]([O-:20])=[O:19])=[CH:14][C:10]=1[C:11]([OH:13])=[O:12])[C:2]1[CH:7]=[CH:6][CH:5]=[CH:4][CH:3]=1.S(Cl)(Cl)(=O)=O.[CH3:26]O, predict the reaction product. The product is: [CH2:1]([S:8][C:9]1[N:17]=[CH:16][C:15]([N+:18]([O-:20])=[O:19])=[CH:14][C:10]=1[C:11]([O:13][CH3:26])=[O:12])[C:2]1[CH:3]=[CH:4][CH:5]=[CH:6][CH:7]=1. (3) Given the reactants N[C@H](C(O)=O)CC1C=CC=CC=1.[C:13]([CH:17]1[N:21]([CH3:22])[C:20](=[O:23])[CH2:19][N:18]1[C:24]([O:26][C:27]([CH3:30])([CH3:29])[CH3:28])=[O:25])([CH3:16])([CH3:15])[CH3:14].C(NC(C)C)(C)C.[Li]CCCC.C(OC(N1CC(=O)N(C)[C@@H]1C(C)(C)C)=O)(C)(C)C.Br[CH2:62][C:63]1[CH:68]=[CH:67][C:66]([O:69][CH3:70])=[CH:65][C:64]=1[I:71].[NH4+].[Cl-], predict the reaction product. The product is: [C:27]([O:26][C:24]([N:18]1[C@@H:19]([CH2:62][C:63]2[CH:68]=[CH:67][C:66]([O:69][CH3:70])=[CH:65][C:64]=2[I:71])[C:20](=[O:23])[N:21]([CH3:22])[C@@H:17]1[C:13]([CH3:16])([CH3:14])[CH3:15])=[O:25])([CH3:30])([CH3:29])[CH3:28]. (4) Given the reactants [CH:1]1[C:13]2[CH:12]([CH2:14][O:15][C:16]([NH:18][C@@H:19]([CH:23]([CH3:25])[CH3:24])[C:20]([OH:22])=[O:21])=[O:17])[C:11]3[C:6](=[CH:7][CH:8]=[CH:9][CH:10]=3)[C:5]=2[CH:4]=[CH:3][CH:2]=1.O[N:27]1[C:31](=[O:32])[CH2:30][CH2:29][C:28]1=[O:33].C1CCC(N=C=NC2CCCCC2)CC1, predict the reaction product. The product is: [CH:10]1[C:11]2[CH:12]([CH2:14][O:15][C:16]([NH:18][C@@H:19]([CH:23]([CH3:25])[CH3:24])[C:20]([O:22][N:27]3[C:31](=[O:32])[CH2:30][CH2:29][C:28]3=[O:33])=[O:21])=[O:17])[C:13]3[C:5](=[CH:4][CH:3]=[CH:2][CH:1]=3)[C:6]=2[CH:7]=[CH:8][CH:9]=1. (5) The product is: [ClH:27].[NH2:8][C@H:9]1[CH2:13][CH2:12][CH2:11][C@H:10]1[C:14]([NH:16][S:17]([CH2:20][CH2:21][CH2:22][OH:30])(=[O:18])=[O:19])=[O:15]. Given the reactants C(OC([NH:8][C@H:9]1[CH2:13][CH2:12][CH2:11][C@H:10]1[C:14]([NH:16][S:17]([CH2:20][CH2:21][CH2:22]CC(O)=O)(=[O:19])=[O:18])=[O:15])=O)(C)(C)C.[ClH:27].C(OCC)(=[O:30])C, predict the reaction product. (6) Given the reactants CS(Cl)(=O)=O.C1(C(O)CCN2[CH2:20][CH2:19][CH:18]([N:21]([CH2:35][CH3:36])[C:22](=[O:34])[CH2:23][C:24]3[CH:29]=[CH:28][C:27]([S:30]([CH3:33])(=[O:32])=[O:31])=[CH:26][CH:25]=3)CC2)C=CC=CC=1.C([N:40]([CH2:43][CH3:44])[CH2:41][CH3:42])C.Cl[CH2:46][Cl:47], predict the reaction product. The product is: [C:24]1([CH:46]([Cl:47])[CH2:44][CH2:43][N:40]2[CH2:41][CH2:42][CH2:20][CH2:19][CH:18]2[N:21]([CH2:35][CH3:36])[C:22](=[O:34])[CH2:23][C:24]2[CH:25]=[CH:26][C:27]([S:30]([CH3:33])(=[O:31])=[O:32])=[CH:28][CH:29]=2)[CH:29]=[CH:28][CH:27]=[CH:26][CH:25]=1. (7) Given the reactants [NH2:1][CH2:2][CH2:3][C:4]1[CH:33]=[CH:32][C:7]([NH:8][CH:9]2[CH2:14][CH2:13][N:12]([C:15]([NH:17][CH2:18][C:19]3[CH:30]=[CH:29][C:22]([O:23][CH2:24][C:25]([O:27]C)=[O:26])=[CH:21][C:20]=3[F:31])=[O:16])[CH2:11][CH2:10]2)=[CH:6][CH:5]=1.C([Si]([O:51][C:52]1[CH:57]=[CH:56][C:55]([O:58][CH2:59][CH:60]2[CH2:62][O:61]2)=[CH:54][CH:53]=1)(C1C=CC=CC=1)C1C=CC=CC=1)(C)(C)C, predict the reaction product. The product is: [F:31][C:20]1[CH:21]=[C:22]([CH:29]=[CH:30][C:19]=1[CH2:18][NH:17][C:15]([N:12]1[CH2:13][CH2:14][CH:9]([NH:8][C:7]2[CH:6]=[CH:5][C:4]([CH2:3][CH2:2][NH:1][CH2:62][C@H:60]([OH:61])[CH2:59][O:58][C:55]3[CH:56]=[CH:57][C:52]([OH:51])=[CH:53][CH:54]=3)=[CH:33][CH:32]=2)[CH2:10][CH2:11]1)=[O:16])[O:23][CH2:24][C:25]([OH:27])=[O:26]. (8) Given the reactants [ClH:1].C(OC(=O)[NH:8][C@H:9]([C:13]([N:15]1[CH2:20][CH2:19][CH:18]([O:21][C:22]2[CH:23]=[N:24][CH:25]=[C:26]([F:28])[CH:27]=2)[CH2:17][CH2:16]1)=[O:14])[CH:10]([CH3:12])[CH3:11])(C)(C)C, predict the reaction product. The product is: [ClH:1].[ClH:1].[F:28][C:26]1[CH:27]=[C:22]([O:21][CH:18]2[CH2:17][CH2:16][N:15]([C:13](=[O:14])[C@@H:9]([NH2:8])[CH:10]([CH3:12])[CH3:11])[CH2:20][CH2:19]2)[CH:23]=[N:24][CH:25]=1.